Predict the reactants needed to synthesize the given product. From a dataset of Full USPTO retrosynthesis dataset with 1.9M reactions from patents (1976-2016). The reactants are: F[C:2]1[CH:9]=[C:8]([N+:10]([O-:12])=[O:11])[CH:7]=[CH:6][C:3]=1[C:4]#[N:5].[NH2:13][NH2:14]. Given the product [NH2:5][C:4]1[C:3]2[C:2](=[CH:9][C:8]([N+:10]([O-:12])=[O:11])=[CH:7][CH:6]=2)[NH:14][N:13]=1, predict the reactants needed to synthesize it.